Dataset: Peptide-MHC class I binding affinity with 185,985 pairs from IEDB/IMGT. Task: Regression. Given a peptide amino acid sequence and an MHC pseudo amino acid sequence, predict their binding affinity value. This is MHC class I binding data. The MHC is HLA-A01:01 with pseudo-sequence HLA-A01:01. The peptide sequence is LTAAVLLLV. The binding affinity (normalized) is 0.101.